This data is from Full USPTO retrosynthesis dataset with 1.9M reactions from patents (1976-2016). The task is: Predict the reactants needed to synthesize the given product. (1) Given the product [CH3:26][N:23]1[CH2:22][CH:21]=[N:20][N:19]([CH2:18][CH2:17][CH2:16][CH2:15][CH2:14][N:11]2[CH2:12][CH2:13][NH:8][CH2:9][CH2:10]2)[C:24]1=[O:25], predict the reactants needed to synthesize it. The reactants are: C([N:8]1[CH2:13][CH2:12][N:11]([CH2:14][CH2:15][CH2:16][CH2:17][CH2:18][N:19]2[C:24](=[O:25])[N:23]([CH3:26])[C:22](=O)[CH:21]=[N:20]2)[CH2:10][CH2:9]1)C1C=CC=CC=1.[H][H]. (2) Given the product [Br:1][C:2]1[CH:3]=[CH:4][C:5]([Cl:9])=[C:6]([CH:7]=1)[O:8][CH2:11][CH2:12][S:13][CH3:14], predict the reactants needed to synthesize it. The reactants are: [Br:1][C:2]1[CH:3]=[CH:4][C:5]([Cl:9])=[C:6]([OH:8])[CH:7]=1.Cl[CH2:11][CH2:12][S:13][CH3:14].C(=O)([O-])[O-].[Cs+].[Cs+]. (3) Given the product [CH2:29]([N:4]1[C:5]2[CH:6]=[C:7]3[N:22]=[C:12]([C:13]4[CH:18]=[CH:17][C:16]([O:19][CH3:20])=[CH:15][CH:14]=4)[NH:11][C:8]3=[CH:9][C:10]=2[C:2]([CH3:26])([CH3:1])[C:3]1=[O:25])[CH:28]=[CH2:27], predict the reactants needed to synthesize it. The reactants are: [CH3:1][C:2]1([CH3:26])[C:10]2[C:5](=[CH:6][C:7]([N+:22]([O-])=O)=[C:8]([NH:11][C:12](=O)[C:13]3[CH:18]=[CH:17][C:16]([O:19][CH3:20])=[CH:15][CH:14]=3)[CH:9]=2)[NH:4][C:3]1=[O:25].[CH2:27](Br)[CH:28]=[CH2:29].C([O-])([O-])=O.[K+].[K+]. (4) The reactants are: [F:1][C:2]1[CH:7]=[C:6]([F:8])[CH:5]=[CH:4][C:3]=1[C@@:9]([OH:21])([CH2:15][N:16]1[CH:20]=[N:19][CH:18]=[N:17]1)[C@@H:10]([CH3:14])[C:11]([NH2:13])=[S:12].Br[CH2:23][C:24]([C:26]1[CH:31]=[CH:30][C:29]([C:32]2[N:33]=[N:34][S:35][CH:36]=2)=[CH:28][CH:27]=1)=O. Given the product [F:1][C:2]1[CH:7]=[C:6]([F:8])[CH:5]=[CH:4][C:3]=1[C@:9]([OH:21])([C@H:10]([C:11]1[S:12][CH:23]=[C:24]([C:26]2[CH:27]=[CH:28][C:29]([C:32]3[N:33]=[N:34][S:35][CH:36]=3)=[CH:30][CH:31]=2)[N:13]=1)[CH3:14])[CH2:15][N:16]1[CH:20]=[N:19][CH:18]=[N:17]1, predict the reactants needed to synthesize it.